Dataset: CYP3A4 inhibition data for predicting drug metabolism from PubChem BioAssay. Task: Regression/Classification. Given a drug SMILES string, predict its absorption, distribution, metabolism, or excretion properties. Task type varies by dataset: regression for continuous measurements (e.g., permeability, clearance, half-life) or binary classification for categorical outcomes (e.g., BBB penetration, CYP inhibition). Dataset: cyp3a4_veith. The compound is Cc1cc(/C=C(/C#N)C(=O)Nc2ccccc2)c(C)n1-c1cccnc1. The result is 0 (non-inhibitor).